From a dataset of Forward reaction prediction with 1.9M reactions from USPTO patents (1976-2016). Predict the product of the given reaction. (1) Given the reactants [OH:1][C:2]1[CH:9]=[CH:8][C:5]([CH:6]=[O:7])=[CH:4][CH:3]=1.[OH-].[Na+].[C:12]([O:15][C@@H:16]1[C@@H:21]([O:22][C:23](=[O:25])[CH3:24])[C@H:20]([O:26][C:27](=[O:29])[CH3:28])[CH2:19][O:18][C@@H:17]1Br)(=[O:14])[CH3:13], predict the reaction product. The product is: [C:12]([O:15][C@@H:16]1[C@@H:21]([O:22][C:23](=[O:25])[CH3:24])[C@H:20]([O:26][C:27](=[O:29])[CH3:28])[CH2:19][O:18][C@H:17]1[O:1][C:2]1[CH:9]=[CH:8][C:5]([CH:6]=[O:7])=[CH:4][CH:3]=1)(=[O:14])[CH3:13]. (2) Given the reactants Br[C:2]1[O:6][C:5]([C:7]2[C:12]([F:13])=[CH:11][CH:10]=[CH:9][C:8]=2[F:14])=[N:4][C:3]=1[C:15]([NH2:17])=[O:16].[C:18]1(B(O)O)[CH:23]=[CH:22][CH:21]=[CH:20][CH:19]=1.C(=O)([O-])[O-].[Na+].[Na+], predict the reaction product. The product is: [F:14][C:8]1[CH:9]=[CH:10][CH:11]=[C:12]([F:13])[C:7]=1[C:5]1[O:6][C:2]([C:18]2[CH:23]=[CH:22][CH:21]=[CH:20][CH:19]=2)=[C:3]([C:15]([NH2:17])=[O:16])[N:4]=1. (3) Given the reactants [CH3:1][C:2]1[N:11]([CH3:12])[C:10](=[O:13])[C:9]2[C:4](=[CH:5][CH:6]=[CH:7][CH:8]=2)[N:3]=1.[F:14][C:15]1[CH:22]=[CH:21][C:18]([CH:19]=O)=[CH:17][CH:16]=1, predict the reaction product. The product is: [F:14][C:15]1[CH:22]=[CH:21][C:18]([CH:19]=[CH:1][C:2]2[N:11]([CH3:12])[C:10](=[O:13])[C:9]3[C:4](=[CH:5][CH:6]=[CH:7][CH:8]=3)[N:3]=2)=[CH:17][CH:16]=1. (4) Given the reactants C(O1[CH2:12][CH2:11][CH:10]([N:13]2[C:17]([C:18]3[CH:19]=[C:20]4[C:29](=[CH:30][CH:31]=3)[C:28]3[N:24]([CH:25]=[C:26]([C:32]5[N:36]([CH2:37][CH:38]([O:40][CH3:41])[CH3:39])[N:35]=[CH:34][N:33]=5)[N:27]=3)[CH2:23][CH2:22][O:21]4)=[CH:16][CH:15]=[N:14]2)[CH2:9][CH2:8][NH:7][C:6]1=O)(C)(C)C.[H-].[H-].[H-].[H-].[Li+].[Al+3].CO, predict the reaction product. The product is: [CH3:41][O:40][CH:38]([CH3:39])[CH2:37][N:36]1[C:32]([C:26]2[N:27]=[C:28]3[C:29]4[CH:30]=[CH:31][C:18]([C:17]5[N:13]([CH:10]6[CH2:9][CH2:8][N:7]([CH3:6])[CH2:12][CH2:11]6)[N:14]=[CH:15][CH:16]=5)=[CH:19][C:20]=4[O:21][CH2:22][CH2:23][N:24]3[CH:25]=2)=[N:33][CH:34]=[N:35]1. (5) Given the reactants [OH:1][CH:2]([C:6]1[CH:11]=[CH:10][C:9]([C:12]2[N:16]=[C:15]([C:17]3[O:21][N:20]=[C:19]([C:22]4[CH:27]=[CH:26][CH:25]=[CH:24][CH:23]=4)[C:18]=3[C:28]([F:31])([F:30])[F:29])[O:14][N:13]=2)=[CH:8][CH:7]=1)[C:3](O)=[O:4].[NH:32]1[C:40]2[C:35](=[CH:36][CH:37]=[CH:38][CH:39]=2)[CH:34]=[C:33]1[CH2:41][NH2:42].CN1CCOCC1.CN(C(ON1N=NC2C=CC=NC1=2)=[N+](C)C)C.F[P-](F)(F)(F)(F)F, predict the reaction product. The product is: [NH:32]1[C:40]2[C:35](=[CH:36][CH:37]=[CH:38][CH:39]=2)[CH:34]=[C:33]1[CH2:41][NH:42][C:3](=[O:4])[CH:2]([OH:1])[C:6]1[CH:7]=[CH:8][C:9]([C:12]2[N:16]=[C:15]([C:17]3[O:21][N:20]=[C:19]([C:22]4[CH:27]=[CH:26][CH:25]=[CH:24][CH:23]=4)[C:18]=3[C:28]([F:30])([F:29])[F:31])[O:14][N:13]=2)=[CH:10][CH:11]=1.